From a dataset of Catalyst prediction with 721,799 reactions and 888 catalyst types from USPTO. Predict which catalyst facilitates the given reaction. (1) Reactant: [CH2:1]([N:8]1[C:16]2[C:11](=[C:12](Br)[CH:13]=[CH:14][CH:15]=2)[CH:10]=[CH:9]1)[C:2]1[CH:7]=[CH:6][CH:5]=[CH:4][CH:3]=1.[F:18][C:19]([F:30])([F:29])[C:20]1[CH:25]=[CH:24][C:23](B(O)O)=[CH:22][CH:21]=1.ClCCl.C(=O)([O-])[O-].[K+].[K+]. Product: [CH2:1]([N:8]1[C:16]2[C:11](=[C:12]([C:23]3[CH:24]=[CH:25][C:20]([C:19]([F:30])([F:29])[F:18])=[CH:21][CH:22]=3)[CH:13]=[CH:14][CH:15]=2)[CH:10]=[CH:9]1)[C:2]1[CH:7]=[CH:6][CH:5]=[CH:4][CH:3]=1. The catalyst class is: 117. (2) Reactant: [F:1][CH:2]1[CH:11](OC)[NH:10][C:9](=O)[C:8]2[N:7]=[CH:6][C:5]([C:15]#[N:16])=[CH:4][C:3]1=2.O=P(Cl)(Cl)[Cl:19]. Product: [Cl:19][C:9]1[N:10]=[CH:11][C:2]([F:1])=[C:3]2[C:8]=1[N:7]=[CH:6][C:5]([C:15]#[N:16])=[CH:4]2. The catalyst class is: 10. (3) Reactant: [S:1]1[CH:5]=[C:4]([CH:6]=O)[C:3]2[CH:8]=[CH:9][CH:10]=[CH:11][C:2]1=2.[CH3:12][N:13]1[CH2:17][CH2:16][CH2:15][CH:14]1[CH2:18][CH2:19][NH2:20].[Na]. Product: [S:1]1[CH:5]=[C:4]([CH2:6][NH:20][CH2:19][CH2:18][CH:14]2[CH2:15][CH2:16][CH2:17][N:13]2[CH3:12])[C:3]2[CH:8]=[CH:9][CH:10]=[CH:11][C:2]1=2. The catalyst class is: 4. (4) Reactant: [F:1][C:2]1[CH:21]=[CH:20][C:5]2[CH2:6][C:7]3[CH:19]=[CH:18][CH:17]=[CH:16][C:8]=3[C@H:9]3[CH2:14][C@@H:13]([OH:15])[CH2:12][O:11][C@H:10]3[C:4]=2[CH:3]=1.C1C=C[NH+]=CC=1.[O-][Cr](Cl)(=O)=O. Product: [F:1][C:2]1[CH:21]=[CH:20][C:5]2[CH2:6][C:7]3[CH:19]=[CH:18][CH:17]=[CH:16][C:8]=3[C@H:9]3[CH2:14][C:13](=[O:15])[CH2:12][O:11][C@H:10]3[C:4]=2[CH:3]=1. The catalyst class is: 2. (5) Reactant: [OH:1][CH2:2][CH:3]([NH:14]C(=O)C)[CH2:4][C:5]1[C:9]2[CH:10]=[N:11][CH:12]=[CH:13][C:8]=2[NH:7][CH:6]=1. Product: [NH2:14][CH:3]([CH2:4][C:5]1[C:9]2[CH:10]=[N:11][CH:12]=[CH:13][C:8]=2[NH:7][CH:6]=1)[CH2:2][OH:1]. The catalyst class is: 33. (6) Reactant: [CH:1]([C:3]1[CH:4]=[C:5]([NH:9][C:10](=[O:18])[C:11]2[CH:16]=[C:15]([CH3:17])[CH:14]=[N:13][CH:12]=2)[CH:6]=[CH:7][CH:8]=1)=O.Cl.[CH:20]1([NH:26][C:27]([C:29]2([F:35])[CH2:34][CH2:33][NH:32][CH2:31][CH2:30]2)=[O:28])[CH2:25][CH2:24][CH2:23][CH2:22][CH2:21]1.CCN(C(C)C)C(C)C.C(O[BH-](OC(=O)C)OC(=O)C)(=O)C.[Na+]. Product: [CH:20]1([NH:26][C:27]([C:29]2([F:35])[CH2:34][CH2:33][N:32]([CH2:1][C:3]3[CH:4]=[C:5]([NH:9][C:10](=[O:18])[C:11]4[CH:16]=[C:15]([CH3:17])[CH:14]=[N:13][CH:12]=4)[CH:6]=[CH:7][CH:8]=3)[CH2:31][CH2:30]2)=[O:28])[CH2:21][CH2:22][CH2:23][CH2:24][CH2:25]1. The catalyst class is: 2.